Dataset: Reaction yield outcomes from USPTO patents with 853,638 reactions. Task: Predict the reaction yield, written as a fraction of the theoretical maximum amount of product (1.0 means a 100% yield; for example, 0.34 means a 34% yield). (1) The reactants are [NH2:1][C:2]1[CH:3]=[CH:4][CH:5]=[C:6]2[C:10]=1[C:9](=[O:11])[N:8]([CH:12]([C:18]1[CH:23]=[CH:22][C:21]([O:24][CH3:25])=[C:20]([O:26][CH2:27][CH3:28])[CH:19]=1)[CH2:13][S:14]([CH3:17])(=[O:16])=[O:15])[CH2:7]2.[CH3:29][NH:30][CH3:31].[O:32]1CC[CH2:34][CH2:33]1.[ClH:37]. The catalyst is C(#N)C.C(OCC)(=O)C.CCOCC. The product is [ClH:37].[CH3:29][N:30]([CH3:31])[CH2:34][C:33]([NH:1][C:2]1[CH:3]=[CH:4][CH:5]=[C:6]2[C:10]=1[C:9](=[O:11])[N:8]([CH:12]([C:18]1[CH:23]=[CH:22][C:21]([O:24][CH3:25])=[C:20]([O:26][CH2:27][CH3:28])[CH:19]=1)[CH2:13][S:14]([CH3:17])(=[O:15])=[O:16])[CH2:7]2)=[O:32]. The yield is 0.740. (2) The reactants are [NH2:1][C:2]1[S:6][C:5]2[CH2:7][CH2:8][CH2:9][CH2:10][C:4]=2[C:3]=1[C:11]([C:13]1[CH:18]=[CH:17][C:16]([F:19])=[CH:15][CH:14]=1)=O.[C:20]([O:27][CH3:28])(=[O:26])[CH2:21][CH2:22][C:23]([CH3:25])=O.Cl[Si](C)(C)C. The catalyst is CN(C=O)C. The product is [CH3:28][O:27][C:20](=[O:26])[CH2:21][C:22]1[C:11]([C:13]2[CH:18]=[CH:17][C:16]([F:19])=[CH:15][CH:14]=2)=[C:3]2[C:4]3[CH2:10][CH2:9][CH2:8][CH2:7][C:5]=3[S:6][C:2]2=[N:1][C:23]=1[CH3:25]. The yield is 0.820. (3) The reactants are [CH2:1]([OH:6])[CH2:2][CH2:3][CH2:4][CH3:5].CC(C)([O-])C.[C:12]([OH:16])([CH3:15])(C)C.[N+:17]([C:20]1C=C[N+]([O-])=[CH:22][CH:21]=1)([O-])=O. The catalyst is O.C(OCC)(=O)C. The product is [CH2:1]([O:6][C:22]1[CH:21]=[CH:20][NH:17][C:12](=[O:16])[CH:15]=1)[CH2:2][CH2:3][CH2:4][CH3:5]. The yield is 0.560. (4) The reactants are [CH3:1][O:2][C:3]([C:5]1([C:11]2[CH:16]=[CH:15][C:14]([NH2:17])=[C:13]([C:18]3[CH2:23][CH2:22][C:21]([CH3:25])([CH3:24])[CH2:20][CH:19]=3)[CH:12]=2)[CH2:10][CH2:9][O:8][CH2:7][CH2:6]1)=[O:4].[K+].[C:27]([C:29]1[N:30]=[C:31]([C:42]([O-])=[O:43])[N:32]([CH2:34][O:35][CH2:36][CH2:37][Si:38]([CH3:41])([CH3:40])[CH3:39])[CH:33]=1)#[N:28]. The catalyst is C(Cl)Cl. The product is [CH3:1][O:2][C:3]([C:5]1([C:11]2[CH:16]=[CH:15][C:14]([NH:17][C:42]([C:31]3[N:32]([CH2:34][O:35][CH2:36][CH2:37][Si:38]([CH3:41])([CH3:40])[CH3:39])[CH:33]=[C:29]([C:27]#[N:28])[N:30]=3)=[O:43])=[C:13]([C:18]3[CH2:23][CH2:22][C:21]([CH3:25])([CH3:24])[CH2:20][CH:19]=3)[CH:12]=2)[CH2:6][CH2:7][O:8][CH2:9][CH2:10]1)=[O:4]. The yield is 0.900.